This data is from Reaction yield outcomes from USPTO patents with 853,638 reactions. The task is: Predict the reaction yield, written as a fraction of the theoretical maximum amount of product (1.0 means a 100% yield; for example, 0.34 means a 34% yield). (1) The product is [N+:8]([C:5]1[N:6]=[CH:7][C:2]([N:11]2[CH2:16][CH2:15][O:14][CH2:13][CH2:12]2)=[CH:3][CH:4]=1)([O-:10])=[O:9]. The yield is 0.548. The reactants are Br[C:2]1[CH:3]=[CH:4][C:5]([N+:8]([O-:10])=[O:9])=[N:6][CH:7]=1.[NH:11]1[CH2:16][CH2:15][O:14][CH2:13][CH2:12]1.C(=O)([O-])[O-].[K+].[K+]. The catalyst is [I-].C([N+](CCCC)(CCCC)CCCC)CCC.CS(C)=O.C(OCC)(=O)C. (2) The reactants are [CH3:1][C@H:2]1[C@@H:7]([CH3:8])[NH:6][CH2:5][CH2:4][NH:3]1.CS(O)(=O)=O.C([O-])(=O)C.[K+].Cl[C:20]([O:22][CH2:23][C:24]1[CH:29]=[CH:28][CH:27]=[CH:26][CH:25]=1)=[O:21]. The catalyst is O.C(O)C. The product is [CH3:1][C@H:2]1[C@@H:7]([CH3:8])[NH:6][CH2:5][CH2:4][N:3]1[C:20]([O:22][CH2:23][C:24]1[CH:29]=[CH:28][CH:27]=[CH:26][CH:25]=1)=[O:21]. The yield is 0.460. (3) The reactants are [Br:1][C:2]1[C:10]([OH:11])=[CH:9][C:5]([C:6]([OH:8])=[O:7])=[CH:4][C:3]=1[OH:12].C([O-])([O-])=O.[K+].[K+].[CH:19]1[CH:24]=[CH:23][C:22]([CH2:25]Br)=[CH:21][CH:20]=1. The catalyst is CN(C=O)C. The product is [CH2:25]([O:7][C:6](=[O:8])[C:5]1[CH:9]=[C:10]([O:11][CH2:25][C:22]2[CH:23]=[CH:24][CH:19]=[CH:20][CH:21]=2)[C:2]([Br:1])=[C:3]([O:12][CH2:6][C:5]2[CH:9]=[CH:10][CH:2]=[CH:3][CH:4]=2)[CH:4]=1)[C:22]1[CH:23]=[CH:24][CH:19]=[CH:20][CH:21]=1. The yield is 0.400. (4) The reactants are [CH3:1][O:2][C:3]([C:5]1[N:6]([CH3:21])[N:7]=[C:8]([NH:10]C(OCC2C=CC=CC=2)=O)[CH:9]=1)=[O:4]. The catalyst is [Pd].CO. The product is [CH3:1][O:2][C:3]([C:5]1[N:6]([CH3:21])[N:7]=[C:8]([NH2:10])[CH:9]=1)=[O:4]. The yield is 0.980.